Dataset: Catalyst prediction with 721,799 reactions and 888 catalyst types from USPTO. Task: Predict which catalyst facilitates the given reaction. (1) Reactant: Cl[C:2]1[N:7]=[C:6]([C:8]2[CH:9]=[CH:10][C:11]([N:16]3[CH2:20][CH2:19][CH2:18][CH2:17]3)=[C:12]([CH:15]=2)[C:13]#[N:14])[CH:5]=[CH:4][N:3]=1.[NH2:21][C:22]1[CH:23]=[C:24]([CH:28]=[CH:29][CH:30]=1)[C:25]([NH2:27])=[O:26]. Product: [C:13]([C:12]1[CH:15]=[C:8]([C:6]2[CH:5]=[CH:4][N:3]=[C:2]([NH:21][C:22]3[CH:23]=[C:24]([CH:28]=[CH:29][CH:30]=3)[C:25]([NH2:27])=[O:26])[N:7]=2)[CH:9]=[CH:10][C:11]=1[N:16]1[CH2:20][CH2:19][CH2:18][CH2:17]1)#[N:14]. The catalyst class is: 37. (2) Reactant: [CH3:1][C:2]([O:4][Hg:5][C:6]1[CH:11]=[CH:10][C:9]([NH2:12])=[CH:8][CH:7]=1)=[O:3].Cl.C1C2NC3C(=CC=CC=3)SC=2C=CC=1.C(N(CC)CC)C. Product: [CH3:1][C:2]([O:4][Hg:5][C:6]1[CH:11]=[CH:10][C:9]([NH2:12])=[CH:8][CH:7]=1)=[O:3]. The catalyst class is: 22. (3) Reactant: [CH3:1][O:2][CH:3]1[CH:8]=[CH:7][CH:6]=[C:5]([CH3:9])[C:4]1(OC)[O:10][CH3:11].C1C(=O)N([Br:21])C(=O)C1. Product: [Br:21][C:6]1[CH:7]=[CH:8][C:3]([O:2][CH3:1])=[C:4]([O:10][CH3:11])[C:5]=1[CH3:9]. The catalyst class is: 1.